This data is from Reaction yield outcomes from USPTO patents with 853,638 reactions. The task is: Predict the reaction yield, written as a fraction of the theoretical maximum amount of product (1.0 means a 100% yield; for example, 0.34 means a 34% yield). (1) The reactants are [O:1]=[C:2]1[C:11]2[CH:10]=[CH:9][CH:8]=[C:7]3[NH:12][CH:13]([C:21]4[CH:22]=[C:23]([CH:26]=[CH:27][CH:28]=4)[CH:24]=O)[CH:14]([C:15]4[CH:20]=[CH:19][CH:18]=[CH:17][CH:16]=4)[C:5]([C:6]=23)=[N:4][NH:3]1.CO.[CH3:31][NH:32][CH3:33].C([BH3-])#N.[Na+].C(O)(=O)C. The catalyst is CO. The product is [CH3:31][N:32]([CH2:24][C:23]1[CH:22]=[C:21]([CH:13]2[NH:12][C:7]3[C:6]4[C:5](=[N:4][NH:3][C:2](=[O:1])[C:11]=4[CH:10]=[CH:9][CH:8]=3)[CH:14]2[C:15]2[CH:20]=[CH:19][CH:18]=[CH:17][CH:16]=2)[CH:28]=[CH:27][CH:26]=1)[CH3:33]. The yield is 0.640. (2) The reactants are [CH3:1][N:2]([C:11]1[CH:12]=[CH:13][CH:14]=[C:15]2[C:19]=1[NH:18][C:17]([C:20]1[S:21][C:22]([CH2:25][N:26]3[CH2:31][CH2:30][S:29][CH2:28][CH2:27]3)=[CH:23][N:24]=1)=[CH:16]2)[S:3]([C:6]1[S:7][CH:8]=[CH:9][CH:10]=1)(=[O:5])=[O:4].C([O-])([O-])=[O:33].C([O-])([O-])=O.OO.OO.OO.[Na+].[Na+].[Na+].[Na+].C(#N)C.[OH2:53]. No catalyst specified. The product is [O:53]=[S:29]1(=[O:33])[CH2:30][CH2:31][N:26]([CH2:25][C:22]2[S:21][C:20]([C:17]3[NH:18][C:19]4[C:15]([CH:16]=3)=[CH:14][CH:13]=[CH:12][C:11]=4[N:2]([CH3:1])[S:3]([C:6]3[S:7][CH:8]=[CH:9][CH:10]=3)(=[O:5])=[O:4])=[N:24][CH:23]=2)[CH2:27][CH2:28]1. The yield is 0.760. (3) The reactants are [Br:1][C:2]1[CH:3]=[CH:4][C:5]([O:16][CH:17]([CH3:19])[CH3:18])=[C:6]([C:8]2[CH:13]=[C:12](Cl)[N:11]=[C:10]([NH2:15])[N:9]=2)[CH:7]=1.[Cl:20][C:21]1[CH:26]=[CH:25][C:24]([NH2:27])=[CH:23][CH:22]=1. No catalyst specified. The product is [Br:1][C:2]1[CH:3]=[CH:4][C:5]([O:16][CH:17]([CH3:19])[CH3:18])=[C:6]([C:8]2[N:9]=[C:10]([NH2:15])[N:11]=[C:12]([NH:27][C:24]3[CH:25]=[CH:26][C:21]([Cl:20])=[CH:22][CH:23]=3)[CH:13]=2)[CH:7]=1. The yield is 0.830. (4) The reactants are [F:1][C:2]1[CH:30]=[CH:29][C:5]([CH2:6][NH:7][C:8](=[O:28])[C:9]2[CH:14]=[CH:13][C:12]([S:15]([N:18]3[C:26]4[C:21](=[CH:22][CH:23]=[CH:24][CH:25]=4)[C:20](I)=[CH:19]3)(=[O:17])=[O:16])=[CH:11][CH:10]=2)=[CH:4][CH:3]=1.[F-:31].[Cs+].O1[CH2:38][CH2:37]OCC1. The catalyst is O.Cl[Pd](Cl)([P](C1C=CC=CC=1)(C1C=CC=CC=1)C1C=CC=CC=1)[P](C1C=CC=CC=1)(C1C=CC=CC=1)C1C=CC=CC=1. The product is [F:1][C:2]1[CH:30]=[CH:29][C:5]([CH2:6][NH:7][C:8](=[O:28])[C:9]2[CH:14]=[CH:13][C:12]([S:15]([N:18]3[C:26]4[C:21](=[CH:22][CH:23]=[CH:24][CH:25]=4)[C:20]([C:5]4[C:6]([F:31])=[N:7][CH:8]=[CH:37][CH:38]=4)=[CH:19]3)(=[O:17])=[O:16])=[CH:11][CH:10]=2)=[CH:4][CH:3]=1. The yield is 0.500. (5) The reactants are [CH3:1][N:2]([CH3:15])[C:3]1[CH:14]=[CH:13][C:6]([CH:7]=[CH:8][C:9](OC)=O)=[CH:5][CH:4]=1.FC(F)(F)[C:18]([OH:20])=[O:19].[CH:23]([N:26]([CH2:32]OC)[CH2:27][Si](C)(C)C)([CH3:25])[CH3:24]. The catalyst is ClCCl. The product is [CH:23]([N:26]1[CH2:32][C@@H:7]([C:6]2[CH:5]=[CH:4][C:3]([N:2]([CH3:1])[CH3:15])=[CH:14][CH:13]=2)[C@H:8]([CH2:9][C:18]([OH:20])=[O:19])[CH2:27]1)([CH3:25])[CH3:24]. The yield is 0.550. (6) The reactants are [O:1]1[CH:5]=[CH:4][CH:3]=[C:2]1[C:6]([NH:8][C:9]1[CH:10]=[C:11]([C:15]2[C:23]3[C:18](=[CH:19][CH:20]=[C:21]([C:24]([NH2:26])=[O:25])[CH:22]=3)[N:17](C3CCCCO3)[N:16]=2)[CH:12]=[CH:13][CH:14]=1)=[O:7]. The catalyst is C1(C)C=CC=CC=1. The product is [O:1]1[CH:5]=[CH:4][CH:3]=[C:2]1[C:6]([NH:8][C:9]1[CH:10]=[C:11]([C:15]2[C:23]3[C:18](=[CH:19][CH:20]=[C:21]([C:24]([NH2:26])=[O:25])[CH:22]=3)[NH:17][N:16]=2)[CH:12]=[CH:13][CH:14]=1)=[O:7]. The yield is 0.540. (7) The reactants are [Cl:1][C:2]1[CH:3]=[C:4]([CH:9]=[CH:10][C:11]=1[C:12]1[C:35](=[O:36])[N:34]([CH2:37][CH3:38])[C:15]2[N:16]=[C:17]([NH:20][C:21]3[CH:26]=[CH:25][C:24]([N:27]4[CH2:32][CH2:31][N:30]([CH3:33])[CH2:29][CH2:28]4)=[CH:23][CH:22]=3)[N:18]=[CH:19][C:14]=2[CH:13]=1)[C:5]([NH:7][NH2:8])=[O:6].F[C:40](F)(F)C(O)=O. The catalyst is C(OCC)(OCC)OCC. The product is [Cl:1][C:2]1[CH:3]=[C:4]([C:5]2[O:6][CH:40]=[N:8][N:7]=2)[CH:9]=[CH:10][C:11]=1[C:12]1[C:35](=[O:36])[N:34]([CH2:37][CH3:38])[C:15]2[N:16]=[C:17]([NH:20][C:21]3[CH:22]=[CH:23][C:24]([N:27]4[CH2:28][CH2:29][N:30]([CH3:33])[CH2:31][CH2:32]4)=[CH:25][CH:26]=3)[N:18]=[CH:19][C:14]=2[CH:13]=1. The yield is 0.500. (8) The reactants are Br[C:2]1[CH:3]=[N:4][C:5]([N:8]2[CH2:13][CH2:12][N:11]([C:14]([O:16][C:17]([CH3:20])([CH3:19])[CH3:18])=[O:15])[CH2:10][CH2:9]2)=[N:6][CH:7]=1.C1(P(C2C=CC=CC=2)C2C=CC=CC=2)C=CC=CC=1.C([Sn](CCCC)(CCCC)[C:45]([O:47]CC)=[CH2:46])CCC. The catalyst is O1CCOCC1.C([O-])(=O)C.C([O-])(=O)C.[Pd+2]. The product is [C:45]([C:2]1[CH:3]=[N:4][C:5]([N:8]2[CH2:13][CH2:12][N:11]([C:14]([O:16][C:17]([CH3:20])([CH3:19])[CH3:18])=[O:15])[CH2:10][CH2:9]2)=[N:6][CH:7]=1)(=[O:47])[CH3:46]. The yield is 0.670. (9) The reactants are O[C:2]1[CH:7]=[CH:6][C:5]([C:8](=[O:13])[CH2:9][CH:10]([CH3:12])[CH3:11])=[CH:4][N:3]=1.P12(SP3(SP(SP(S3)(S1)=S)(=S)S2)=S)=[S:15]. The catalyst is N1C=CC=CC=1. The product is [SH:15][C:2]1[CH:7]=[CH:6][C:5]([C:8](=[O:13])[CH2:9][CH:10]([CH3:12])[CH3:11])=[CH:4][N:3]=1. The yield is 0.150.